This data is from Catalyst prediction with 721,799 reactions and 888 catalyst types from USPTO. The task is: Predict which catalyst facilitates the given reaction. (1) Reactant: [CH3:1][O:2][CH2:3][O:4][C@H:5]1[CH2:9][CH2:8][N:7]([CH2:10][C@@H:11]([N:18]([C:20]2[CH:29]=[CH:28][C:23]([C:24]([O:26]C)=[O:25])=[CH:22][CH:21]=2)[CH3:19])[C:12]2[CH:17]=[CH:16][CH:15]=[CH:14][CH:13]=2)[CH2:6]1.[OH-].[Na+].Cl. Product: [CH3:1][O:2][CH2:3][O:4][C@H:5]1[CH2:9][CH2:8][N:7]([CH2:10][C@@H:11]([N:18]([C:20]2[CH:21]=[CH:22][C:23]([C:24]([OH:26])=[O:25])=[CH:28][CH:29]=2)[CH3:19])[C:12]2[CH:17]=[CH:16][CH:15]=[CH:14][CH:13]=2)[CH2:6]1. The catalyst class is: 5. (2) Reactant: O[C@@H:2]1[CH2:6][CH2:5][CH2:4][C@H:3]1[NH:7][C:8]1[N:13]([CH3:14])[C:12](=[O:15])[CH:11]=[CH:10][N:9]=1.C1(P(C2C=CC=CC=2)C2C=CC=CC=2)C=CC=CC=1.N(C(OCC)=O)=NC(OCC)=O. Product: [CH3:14][N:13]1[C:12](=[O:15])[CH:11]=[CH:10][N:9]2[C:8]1=[N:7][C@@H:3]1[CH2:4][CH2:5][CH2:6][C@@H:2]12. The catalyst class is: 182. (3) Reactant: O[CH2:2][C:3]1[NH:7][N:6]=[C:5]([C:8]2[CH:13]=[CH:12][C:11]([C:14]3[N:19]=[C:18]4[N:20]([CH2:24][CH2:25][CH:26]5[CH2:31][CH2:30][O:29][CH2:28][CH2:27]5)[C:21](=[O:23])[NH:22][C:17]4=[N:16][CH:15]=3)=[CH:10][CH:9]=2)[N:4]=1.O=C1NC2=NC=C(C3C=CC(C(=N)OCC)=CC=3)N=C2[N:34]1CCC1CCOCC1.OCC(NN)=O.C(N(CC)CC)C. Product: [NH2:34][CH2:2][C:3]1[NH:7][N:6]=[C:5]([C:8]2[CH:13]=[CH:12][C:11]([C:14]3[N:19]=[C:18]4[N:20]([CH2:24][CH2:25][CH:26]5[CH2:27][CH2:28][O:29][CH2:30][CH2:31]5)[C:21](=[O:23])[NH:22][C:17]4=[N:16][CH:15]=3)=[CH:10][CH:9]=2)[N:4]=1. The catalyst class is: 8. (4) Reactant: Br[CH2:2][C:3](=[O:10])[CH2:4][NH:5][CH2:6][CH:7]1[CH2:9][CH2:8]1.[OH:11][C:12]1[CH:13]=[C:14]([CH:17]=[CH:18][CH:19]=1)[CH:15]=[O:16].C(=O)([O-])[O-].[Cs+].[Cs+]. Product: [CH:7]1([CH2:6][NH:5][CH2:4][C:3](=[O:10])[CH2:2][O:11][C:12]2[CH:13]=[C:14]([CH:17]=[CH:18][CH:19]=2)[CH:15]=[O:16])[CH2:9][CH2:8]1. The catalyst class is: 21. (5) Reactant: [CH2:1]([N:5]1[C:13]2[N:12]=[C:11]([CH2:14][C:15]3[CH:20]=[CH:19][C:18]([NH:21][C:22]([C:24]4[N:25]=[CH:26][N:27](C(C5C=CC=CC=5)(C5C=CC=CC=5)C5C=CC=CC=5)[CH:28]=4)=[O:23])=[CH:17][CH:16]=3)[NH:10][C:9]=2[C:8](=[O:48])[N:7]([CH2:49][C:50]2[CH:55]=[CH:54][CH:53]=[CH:52][C:51]=2[F:56])[C:6]1=[O:57])[CH2:2][CH2:3][CH3:4].[F:58][C:59]([F:64])([F:63])[C:60]([OH:62])=[O:61].C([SiH](CC)CC)C. Product: [F:58][C:59]([F:64])([F:63])[C:60]([OH:62])=[O:61].[CH2:1]([N:5]1[C:13]2[N:12]=[C:11]([CH2:14][C:15]3[CH:16]=[CH:17][C:18]([NH:21][C:22]([C:24]4[N:25]=[CH:26][NH:27][CH:28]=4)=[O:23])=[CH:19][CH:20]=3)[NH:10][C:9]=2[C:8](=[O:48])[N:7]([CH2:49][C:50]2[CH:55]=[CH:54][CH:53]=[CH:52][C:51]=2[F:56])[C:6]1=[O:57])[CH2:2][CH2:3][CH3:4]. The catalyst class is: 4. (6) Reactant: [Cl:1][C:2]1[N:7]=[C:6](Cl)[CH:5]=[CH:4][N:3]=1.[C:9]([CH2:11][NH:12][C:13]([C:15]1[CH:20]=[CH:19][C:18](B(O)O)=[CH:17][CH:16]=1)=[O:14])#[N:10].C(O)CC.C(=O)(O)[O-].[Na+]. Product: [Cl:1][C:2]1[N:7]=[C:6]([C:18]2[CH:19]=[CH:20][C:15]([C:13]([NH:12][CH2:11][C:9]#[N:10])=[O:14])=[CH:16][CH:17]=2)[CH:5]=[CH:4][N:3]=1. The catalyst class is: 11. (7) Reactant: [C:1]([C:3](=[N:15][O:16][CH:17]([CH3:19])[CH3:18])[C:4]([N:10]1[CH:14]=[N:13][CH:12]=[N:11]1)=[N:5][O:6][CH:7]([CH3:9])[CH3:8])#[N:2].C[Si]([N:24]=[N+:25]=[N-:26])(C)C.C([Sn](=O)CCCC)CCC. Product: [CH:7]([O:6][N:5]=[C:4]([N:10]1[CH:14]=[N:13][CH:12]=[N:11]1)[C:3](=[N:15][O:16][CH:17]([CH3:19])[CH3:18])[C:1]1[NH:26][N:25]=[N:24][N:2]=1)([CH3:9])[CH3:8]. The catalyst class is: 11. (8) Reactant: [C:1]([C:3]1[CH:49]=[CH:48][C:6]2[N:7]([CH2:36][C:37]3[C:46]4[C:41](=[CH:42][CH:43]=[CH:44][CH:45]=4)[CH:40]=[CH:39][C:38]=3[CH3:47])[C:8](=[O:35])[C@@H:9]([NH:20][C:21](=[O:34])[C@@H:22]([N:24]([CH2:32][CH3:33])C(=O)OC(C)(C)C)[CH3:23])[C@H:10]([CH3:19])[N:11]([C:12](=[O:18])[CH2:13][S:14]([CH3:17])(=[O:16])=[O:15])[C:5]=2[CH:4]=1)#[N:2].[ClH:50]. Product: [ClH:50].[C:1]([C:3]1[CH:49]=[CH:48][C:6]2[N:7]([CH2:36][C:37]3[C:46]4[C:41](=[CH:42][CH:43]=[CH:44][CH:45]=4)[CH:40]=[CH:39][C:38]=3[CH3:47])[C:8](=[O:35])[C@@H:9]([NH:20][C:21](=[O:34])[C@@H:22]([NH:24][CH2:32][CH3:33])[CH3:23])[C@H:10]([CH3:19])[N:11]([C:12](=[O:18])[CH2:13][S:14]([CH3:17])(=[O:16])=[O:15])[C:5]=2[CH:4]=1)#[N:2]. The catalyst class is: 440. (9) Reactant: [C:1]([O:5][C:6]([NH:8][C@@H:9]([C:13]1([CH3:19])[CH2:18][CH2:17][CH2:16][CH2:15][CH2:14]1)[C:10]([OH:12])=O)=[O:7])([CH3:4])([CH3:3])[CH3:2].CN(C(ON1N=NC2C=CC=NC1=2)=[N+](C)C)C.F[P-](F)(F)(F)(F)F.CCN(C(C)C)C(C)C.[N:53]1([S:58]([NH:61][C:62]([C@@:64]2([NH:69][C:70]([C@@H:72]3[CH2:83][C@:75]4([C:80]([CH3:82])([CH3:81])[C:76]54[CH2:79][CH2:78][CH2:77]5)[CH2:74][N:73]3[C:84](=[O:91])[C@@H:85]([NH2:90])[C:86]([CH3:89])([CH3:88])[CH3:87])=[O:71])[CH2:66][C@H:65]2[CH:67]=[CH2:68])=[O:63])(=[O:60])=[O:59])[CH2:57][CH2:56][CH2:55][CH2:54]1. Product: [C:1]([O:5][C:6](=[O:7])[NH:8][C@H:9]([C:10](=[O:12])[NH:90][C@H:85]([C:84]([N:73]1[C@H:72]([C:70](=[O:71])[NH:69][C@:64]2([C:62]([NH:61][S:58]([N:53]3[CH2:54][CH2:55][CH2:56][CH2:57]3)(=[O:60])=[O:59])=[O:63])[CH2:66][C@H:65]2[CH:67]=[CH2:68])[CH2:83][C@:75]2([C:80]([CH3:82])([CH3:81])[C:76]32[CH2:79][CH2:78][CH2:77]3)[CH2:74]1)=[O:91])[C:86]([CH3:89])([CH3:88])[CH3:87])[C:13]1([CH3:19])[CH2:18][CH2:17][CH2:16][CH2:15][CH2:14]1)([CH3:2])([CH3:3])[CH3:4]. The catalyst class is: 2. (10) Reactant: C1(P(C2C=CC=CC=2)C2C=CC=CC=2)C=CC=CC=1.N(C(OC(C)C)=O)=NC(OC(C)C)=O.O[CH2:35][CH2:36][C:37]1[C:45]2[C:40](=[CH:41][CH:42]=[CH:43][CH:44]=2)[NH:39][C:38]=1[C:46]([O:48][CH3:49])=[O:47].[C:50]([OH:53])(=[S:52])[CH3:51]. Product: [C:50]([S:52][CH2:35][CH2:36][C:37]1[C:45]2[C:40](=[CH:41][CH:42]=[CH:43][CH:44]=2)[NH:39][C:38]=1[C:46]([O:48][CH3:49])=[O:47])(=[O:53])[CH3:51]. The catalyst class is: 1.